From a dataset of Reaction yield outcomes from USPTO patents with 853,638 reactions. Predict the reaction yield, written as a fraction of the theoretical maximum amount of product (1.0 means a 100% yield; for example, 0.34 means a 34% yield). (1) The reactants are [Br:1][CH2:2][CH2:3][OH:4].[Si:5](Cl)([C:8]([CH3:11])([CH3:10])[CH3:9])([CH3:7])[CH3:6].C(N(CC)CC)C. The catalyst is C(Cl)Cl.CN(C)C1C=CN=CC=1. The product is [Br:1][CH2:2][CH2:3][O:4][Si:5]([C:8]([CH3:11])([CH3:10])[CH3:9])([CH3:7])[CH3:6]. The yield is 0.624. (2) The reactants are [NH2:1][C:2]1[CH:3]=[C:4]2[C:9](=[CH:10][CH:11]=1)[O:8][C:7]([CH3:13])([CH3:12])[CH:6]=[CH:5]2.[CH3:14][C:15]([CH:17]=[CH2:18])=O.[N+](C1C=C(S(O)(=O)=O)C=CC=1)([O-])=O.Cl. The catalyst is C(O)C.[Cl-].[Zn+2].[Cl-]. The product is [CH3:12][C:7]1([CH3:13])[O:8][C:9]2=[CH:10][C:11]3[C:17]([CH3:18])=[CH:15][CH:14]=[N:1][C:2]=3[CH:3]=[C:4]2[CH:5]=[CH:6]1. The yield is 0.380. (3) The reactants are [F:1][C:2]1[CH:3]=[C:4]([NH:24][C:25]([C:27]2[C:28](=[O:42])[N:29]([C:35]3[CH:40]=[CH:39][C:38]([F:41])=[CH:37][CH:36]=3)[C:30]([CH3:34])=[CH:31][C:32]=2[CH3:33])=[O:26])[CH:5]=[CH:6][C:7]=1[O:8][C:9]1[CH:10]=[C:11]2[C:15](=[CH:16][C:17]=1[C:18]1[CH:19]=[N:20][NH:21][CH:22]=1)[N:14]([CH3:23])[N:13]=[CH:12]2.[CH3:43][S:44]([OH:47])(=[O:46])=[O:45]. The catalyst is CC(C)=O. The product is [CH3:43][S:44]([OH:47])(=[O:46])=[O:45].[F:1][C:2]1[CH:3]=[C:4]([NH:24][C:25]([C:27]2[C:28](=[O:42])[N:29]([C:35]3[CH:36]=[CH:37][C:38]([F:41])=[CH:39][CH:40]=3)[C:30]([CH3:34])=[CH:31][C:32]=2[CH3:33])=[O:26])[CH:5]=[CH:6][C:7]=1[O:8][C:9]1[CH:10]=[C:11]2[C:15](=[CH:16][C:17]=1[C:18]1[CH:19]=[N:20][NH:21][CH:22]=1)[N:14]([CH3:23])[N:13]=[CH:12]2. The yield is 0.929. (4) The reactants are [F:1][C:2]1[C:12]([NH:13][CH2:14][C:15]2[CH:20]=[C:19]([C:21]3[CH:26]=[CH:25][CH:24]=[C:23]([F:27])[CH:22]=3)[CH:18]=[CH:17][C:16]=2[F:28])=[C:11]([F:29])[CH:10]=[CH:9][C:3]=1[O:4][CH2:5][C:6]([OH:8])=[O:7].[OH:30][CH2:31][C:32]([CH2:37]O)([CH2:35][OH:36])[CH2:33][OH:34].CN(C(ON1N=NC2C=CC=NC1=2)=[N+](C)C)C.F[P-](F)(F)(F)(F)F. The catalyst is CN(C=O)C.O. The product is [OH:30][CH2:31][C:32]([CH2:35][OH:36])([CH2:33][OH:34])[CH2:37][O:7][C:6](=[O:8])[CH2:5][O:4][C:3]1[CH:9]=[CH:10][C:11]([F:29])=[C:12]([NH:13][CH2:14][C:15]2[CH:20]=[C:19]([C:21]3[CH:26]=[CH:25][CH:24]=[C:23]([F:27])[CH:22]=3)[CH:18]=[CH:17][C:16]=2[F:28])[C:2]=1[F:1]. The yield is 0.410. (5) The reactants are Br[CH2:2][CH2:3][CH2:4][CH2:5][C:6]([CH3:21])([C:15]1[CH:20]=[CH:19][CH:18]=[CH:17][CH:16]=1)[CH2:7][O:8][CH:9]1[CH2:14][CH2:13][CH2:12][CH2:11][O:10]1.[Br:22][CH2:23]CCCCC(C)(C1C=CC=CC=1)CO.O1C=CCCC1. The catalyst is O.C1(C)C=CC(S(O)(=O)=O)=CC=1. The product is [Br:22][CH2:23][CH2:2][CH2:3][CH2:4][CH2:5][C:6]([CH3:21])([C:15]1[CH:20]=[CH:19][CH:18]=[CH:17][CH:16]=1)[CH2:7][O:8][CH:9]1[CH2:14][CH2:13][CH2:12][CH2:11][O:10]1. The yield is 0.760. (6) The reactants are Cl.[N:2]1([CH2:7][C:8]([OH:10])=O)[CH:6]=[N:5][CH:4]=[N:3]1.[Cl:11][C:12]1[CH:40]=[C:39]([Cl:41])[CH:38]=[CH:37][C:13]=1[CH2:14][C@H:15]1[CH2:19][NH:18][C@H:17]([C:20]([NH:22][C:23]2[CH:28]=[CH:27][C:26]([O:29][C:30]3[CH:35]=[CH:34][C:33]([F:36])=[CH:32][CH:31]=3)=[CH:25][CH:24]=2)=[O:21])[CH2:16]1. No catalyst specified. The product is [N:2]1([CH2:7][C:8]([N:18]2[CH2:19][C@H:15]([CH2:14][C:13]3[CH:37]=[CH:38][C:39]([Cl:41])=[CH:40][C:12]=3[Cl:11])[CH2:16][C@H:17]2[C:20]([NH:22][C:23]2[CH:28]=[CH:27][C:26]([O:29][C:30]3[CH:31]=[CH:32][C:33]([F:36])=[CH:34][CH:35]=3)=[CH:25][CH:24]=2)=[O:21])=[O:10])[CH:6]=[N:5][CH:4]=[N:3]1. The yield is 0.350. (7) The reactants are [CH2:1]([OH:4])[CH2:2][OH:3].[H-].[Na+].Br[CH2:8][C:9]1[CH:16]=[CH:15][C:12]([C:13]#[N:14])=[CH:11][CH:10]=1.O. The catalyst is C1COCC1.[N+](CCCC)(CCCC)(CCCC)CCCC.[I-].CCOC(C)=O. The product is [OH:3][CH2:2][CH2:1][O:4][CH2:8][C:9]1[CH:16]=[CH:15][C:12]([C:13]#[N:14])=[CH:11][CH:10]=1. The yield is 0.360.